From a dataset of Reaction yield outcomes from USPTO patents with 853,638 reactions. Predict the reaction yield, written as a fraction of the theoretical maximum amount of product (1.0 means a 100% yield; for example, 0.34 means a 34% yield). (1) The reactants are [CH3:1][C:2]1[CH:7]=[C:6]([S:8](=[O:11])(=[O:10])[NH2:9])[CH:5]=[CH:4][C:3]=1[NH:12][C:13]([C:15]1[CH:20]=[C:19](Cl)[N:18]=[CH:17][N:16]=1)=[O:14].[CH:22]1([NH:28][CH2:29][CH2:30][O:31][CH3:32])[CH2:27][CH2:26][CH2:25][CH2:24][CH2:23]1. No catalyst specified. The product is [NH2:9][S:8]([C:6]1[CH:5]=[CH:4][C:3]([NH:12][C:13]([C:15]2[CH:20]=[C:19]([N:28]([CH:22]3[CH2:27][CH2:26][CH2:25][CH2:24][CH2:23]3)[CH2:29][CH2:30][O:31][CH3:32])[N:18]=[CH:17][N:16]=2)=[O:14])=[C:2]([CH3:1])[CH:7]=1)(=[O:11])=[O:10]. The yield is 0.820. (2) The reactants are [C:1](=[O:4])([O-:3])O.[Na+].[CH2:6]([O:8][C:9]([C:11]1([CH2:16][O:17][C:18]2[CH:23]=[CH:22][C:21]([C:24]3[CH:29]=[CH:28][C:27]([F:30])=[CH:26][CH:25]=3)=[CH:20][CH:19]=2)[CH2:15][CH2:14][NH:13][CH2:12]1)=[O:10])[CH3:7]. The catalyst is ClCCl. The product is [CH3:16][O:17][C:18]1[CH:23]=[CH:22][CH:21]=[CH:20][C:19]=1[O:3][C:1]([N:13]1[CH2:14][CH2:15][C:11]([CH2:16][O:17][C:18]2[CH:23]=[CH:22][C:21]([C:24]3[CH:25]=[CH:26][C:27]([F:30])=[CH:28][CH:29]=3)=[CH:20][CH:19]=2)([C:9]([O:8][CH2:6][CH3:7])=[O:10])[CH2:12]1)=[O:4]. The yield is 0.740. (3) The yield is 0.870. The product is [NH2:39][C:4]1[CH:3]=[C:2]([CH3:1])[CH:7]=[CH:6][C:5]=1[NH:8][C:9]1[C:17]2[O:16][CH2:15][CH:14]([N:18]([C:33](=[O:38])[C:34]([F:37])([F:36])[F:35])[C:19]3[CH:32]=[CH:31][C:22]4[C@H:23]([CH2:26][C:27]([O:29][CH3:30])=[O:28])[CH2:24][O:25][C:21]=4[CH:20]=3)[C:13]=2[CH:12]=[CH:11][CH:10]=1. The reactants are [CH3:1][C:2]1[CH:7]=[CH:6][C:5]([NH:8][C:9]2[C:17]3[O:16][CH2:15][CH:14]([N:18]([C:33](=[O:38])[C:34]([F:37])([F:36])[F:35])[C:19]4[CH:32]=[CH:31][C:22]5[C@H:23]([CH2:26][C:27]([O:29][CH3:30])=[O:28])[CH2:24][O:25][C:21]=5[CH:20]=4)[C:13]=3[CH:12]=[CH:11][CH:10]=2)=[C:4]([N+:39]([O-])=O)[CH:3]=1. The catalyst is CO.O1CCCC1.[C].[Pd]. (4) The reactants are [CH3:1][O:2][C:3]1[CH:4]=[C:5]2[C:10](=[CH:11][CH:12]=1)[C:9]([CH2:13][C:14]1[CH:19]=[CH:18][C:17]([O:20][CH2:21][CH2:22][N:23]3[CH2:28][CH2:27][CH2:26][CH2:25][CH2:24]3)=[CH:16][CH:15]=1)=[C:8](OS(C(F)(F)F)(=O)=O)[CH:7]=[CH:6]2.[F:37][C:38]1[CH:43]=[CH:42][CH:41]=[C:40]([F:44])[C:39]=1B(O)O.P([O-])([O-])([O-])=O.[K+].[K+].[K+]. The catalyst is C(#N)C.C1C=CC([P]([Pd]([P](C2C=CC=CC=2)(C2C=CC=CC=2)C2C=CC=CC=2)([P](C2C=CC=CC=2)(C2C=CC=CC=2)C2C=CC=CC=2)[P](C2C=CC=CC=2)(C2C=CC=CC=2)C2C=CC=CC=2)(C2C=CC=CC=2)C2C=CC=CC=2)=CC=1. The product is [F:37][C:38]1[CH:43]=[CH:42][CH:41]=[C:40]([F:44])[C:39]=1[C:8]1[CH:7]=[CH:6][C:5]2[C:10](=[CH:11][CH:12]=[C:3]([O:2][CH3:1])[CH:4]=2)[C:9]=1[CH2:13][C:14]1[CH:19]=[CH:18][C:17]([O:20][CH2:21][CH2:22][N:23]2[CH2:28][CH2:27][CH2:26][CH2:25][CH2:24]2)=[CH:16][CH:15]=1. The yield is 0.580. (5) The product is [Br:1][C:2]1[CH:10]=[C:9]2[C:5]([CH2:6][C:7](=[CH2:14])[C:8]2=[O:11])=[CH:4][CH:3]=1. The reactants are [Br:1][C:2]1[CH:10]=[C:9]2[C:5]([CH2:6][CH2:7][C:8]2=[O:11])=[CH:4][CH:3]=1.C=O.[C:14]1(B(O)O)C=CC=CC=1.FC(F)(F)C(O)=O. The catalyst is C1(C)C=CC=CC=1. The yield is 0.300. (6) The reactants are [NH2:1][C:2]1[C:3]([C:16]([NH:18][CH2:19][CH3:20])=[O:17])=[N:4][C:5]([C:8]2[CH:13]=[CH:12][CH:11]=[C:10]([CH2:14]O)[CH:9]=2)=[CH:6][N:7]=1.C(Br)(Br)(Br)[Br:22].C1(P(C2C=CC=CC=2)C2C=CC=CC=2)C=CC=CC=1. The catalyst is ClCCl. The product is [NH2:1][C:2]1[C:3]([C:16]([NH:18][CH2:19][CH3:20])=[O:17])=[N:4][C:5]([C:8]2[CH:13]=[CH:12][CH:11]=[C:10]([CH2:14][Br:22])[CH:9]=2)=[CH:6][N:7]=1. The yield is 0.770. (7) The reactants are [NH2:1][C:2]1[C:7]([N+:8]([O-:10])=[O:9])=[C:6]([N:11]([CH2:17][C:18]2[CH:23]=[CH:22][C:21]([CH2:24][P:25]([O:30][CH2:31][CH3:32])([O:27][CH2:28][CH3:29])=[O:26])=[CH:20][CH:19]=2)[C:12](=[O:16])[O:13][CH2:14][CH3:15])[CH:5]=[C:4](Br)[N:3]=1.[H-].[Na+].[CH3:36][O:37][CH2:38][CH2:39][OH:40]. The catalyst is C1COCC1. The product is [NH2:1][C:2]1[C:7]([N+:8]([O-:10])=[O:9])=[C:6]([N:11]([CH2:17][C:18]2[CH:23]=[CH:22][C:21]([CH2:24][P:25]([O:30][CH2:31][CH3:32])([O:27][CH2:28][CH3:29])=[O:26])=[CH:20][CH:19]=2)[C:12](=[O:16])[O:13][CH2:14][CH3:15])[CH:5]=[C:4]([O:40][CH2:39][CH2:38][O:37][CH3:36])[N:3]=1. The yield is 0.680. (8) The reactants are Cl.[NH2:2][C:3]1[N:11]=[C:10]([O:12][CH2:13][CH2:14][CH2:15][CH3:16])[N:9]=[C:8]2[C:4]=1[NH:5][C:6](=[O:26])[N:7]2[CH2:17][C:18]1[CH:23]=[CH:22][C:21]([CH2:24]Cl)=[CH:20][CH:19]=1.CC(OC([NH:34][CH:35]1[CH2:40][CH2:39][NH:38][CH2:37][CH2:36]1)=O)(C)C.C(N(C(C)C)CC)(C)C.Cl.CO. The catalyst is CN(C=O)C. The product is [NH2:2][C:3]1[N:11]=[C:10]([O:12][CH2:13][CH2:14][CH2:15][CH3:16])[N:9]=[C:8]2[C:4]=1[NH:5][C:6](=[O:26])[N:7]2[CH2:17][C:18]1[CH:23]=[CH:22][C:21]([CH2:24][N:38]2[CH2:39][CH2:40][CH:35]([NH2:34])[CH2:36][CH2:37]2)=[CH:20][CH:19]=1. The yield is 0.640. (9) The reactants are P(Cl)(Cl)([Cl:3])=O.[CH3:6][O:7][C:8]1[CH:9]=[C:10]([C:14]2[C:19]([CH2:20][C:21]([O:23][CH3:24])=[O:22])=[CH:18][CH:17]=[CH:16][N+:15]=2[O-])[CH:11]=[CH:12][CH:13]=1.C([O-])(=O)C.[NH4+]. The catalyst is C1(C)C=CC=CC=1.CN(C=O)C. The product is [Cl:3][C:16]1[N:15]=[C:14]([C:10]2[CH:11]=[CH:12][CH:13]=[C:8]([O:7][CH3:6])[CH:9]=2)[C:19]([CH2:20][C:21]([O:23][CH3:24])=[O:22])=[CH:18][CH:17]=1. The yield is 0.570. (10) The reactants are C([O-])([O-])=O.[K+].[K+].[NH:7]=[C:8]([NH:23][C:24]([C:26]1[C:31](Cl)=[N:30][CH:29]=[CH:28][N:27]=1)=[O:25])[CH2:9][O:10][CH2:11][CH2:12][C:13]1[CH:22]=[CH:21][C:20]2[C:15](=[CH:16][CH:17]=[CH:18][CH:19]=2)[CH:14]=1.Cl. The catalyst is CN(C=O)C. The product is [CH:14]1[C:15]2[C:20](=[CH:19][CH:18]=[CH:17][CH:16]=2)[CH:21]=[CH:22][C:13]=1[CH2:12][CH2:11][O:10][CH2:9][C:8]1[NH:23][C:24](=[O:25])[C:26]2[C:31](=[N:30][CH:29]=[CH:28][N:27]=2)[N:7]=1. The yield is 0.320.